Dataset: NCI-60 drug combinations with 297,098 pairs across 59 cell lines. Task: Regression. Given two drug SMILES strings and cell line genomic features, predict the synergy score measuring deviation from expected non-interaction effect. (1) Drug 1: C1=CC=C(C(=C1)C(C2=CC=C(C=C2)Cl)C(Cl)Cl)Cl. Drug 2: COC1=C2C(=CC3=C1OC=C3)C=CC(=O)O2. Cell line: HCC-2998. Synergy scores: CSS=-2.41, Synergy_ZIP=-1.95, Synergy_Bliss=-5.37, Synergy_Loewe=-11.0, Synergy_HSA=-8.11. (2) Drug 1: C1=CC=C(C(=C1)C(C2=CC=C(C=C2)Cl)C(Cl)Cl)Cl. Cell line: UACC-257. Synergy scores: CSS=2.86, Synergy_ZIP=-1.97, Synergy_Bliss=-2.22, Synergy_Loewe=-2.10, Synergy_HSA=-1.70. Drug 2: COC1=C2C(=CC3=C1OC=C3)C=CC(=O)O2.